Predict which catalyst facilitates the given reaction. From a dataset of Catalyst prediction with 721,799 reactions and 888 catalyst types from USPTO. (1) Reactant: [C:1]([O:5][C:6]([NH:8][CH2:9][C:10]1[N:11]([CH2:31][CH:32]([CH3:34])[CH3:33])[C:12](=[O:30])[C:13]2[C:18]([C:19]=1[C:20]1[CH:25]=[CH:24][C:23]([Cl:26])=[CH:22][CH:21]=1)=[CH:17][C:16]([C:27](O)=[O:28])=[CH:15][CH:14]=2)=[O:7])([CH3:4])([CH3:3])[CH3:2].Cl.C([N:38]=C=NCCCN(C)C)C.[NH4+].ON1C2C=CC=CC=2N=N1.O. Product: [C:1]([O:5][C:6]([NH:8][CH2:9][C:10]1[N:11]([CH2:31][CH:32]([CH3:34])[CH3:33])[C:12](=[O:30])[C:13]2[C:18]([C:19]=1[C:20]1[CH:21]=[CH:22][C:23]([Cl:26])=[CH:24][CH:25]=1)=[CH:17][C:16]([C:27]([NH2:38])=[O:28])=[CH:15][CH:14]=2)=[O:7])([CH3:4])([CH3:3])[CH3:2]. The catalyst class is: 9. (2) Reactant: C(OC(=O)[NH:7][C@H:8]([CH2:19][O:20][CH2:21][C:22](=O)[C:23]1[CH:28]=[C:27]([F:29])[C:26]([F:30])=[C:25]([F:31])[CH:24]=1)[C@H:9]([O:11]CC1C=CC=CC=1)[CH3:10])(C)(C)C.Cl.C(OCC)(=O)C. Product: [F:31][C:25]1[CH:24]=[C:23]([C@H:22]2[NH:7][C@@H:8]([C@H:9]([OH:11])[CH3:10])[CH2:19][O:20][CH2:21]2)[CH:28]=[C:27]([F:29])[C:26]=1[F:30]. The catalyst class is: 13. (3) Reactant: [NH2:1][CH2:2][CH:3]([OH:6])[CH2:4][OH:5].[F:7][C:8]([F:15])([F:14])[C:9](OCC)=[O:10]. Product: [OH:6][CH:3]([CH2:4][OH:5])[CH2:2][NH:1][C:9](=[O:10])[C:8]([F:15])([F:14])[F:7]. The catalyst class is: 7. (4) The catalyst class is: 62. Reactant: CC([O-])(C)C.[Na+].[CH:7]1([N:12]2[C:16]3[N:17]=[C:18]([NH2:21])[N:19]=[CH:20][C:15]=3[C:14]3[CH:22]=[CH:23][N:24]=[CH:25][C:13]2=3)[CH2:11][CH2:10][CH2:9][CH2:8]1.Br[C:27]1[C:32]([CH3:33])=[CH:31][C:30]([Br:34])=[CH:29][N:28]=1.CC1(C)C2C(=C(P(C3C=CC=CC=3)C3C=CC=CC=3)C=CC=2)OC2C(P(C3C=CC=CC=3)C3C=CC=CC=3)=CC=CC1=2.[NH4+].[Cl-]. Product: [Br:34][C:30]1[CH:31]=[C:32]([CH3:33])[C:27]([NH:21][C:18]2[N:19]=[CH:20][C:15]3[C:14]4[CH:22]=[CH:23][N:24]=[CH:25][C:13]=4[N:12]([CH:7]4[CH2:8][CH2:9][CH2:10][CH2:11]4)[C:16]=3[N:17]=2)=[N:28][CH:29]=1. (5) Reactant: [N+:1]([C:4]1[CH:5]=[CH:6][C:7]2[S:11][CH:10]=[N:9][C:8]=2[CH:12]=1)([O-])=O.[OH-].[Na+]. Product: [NH2:1][C:4]1[CH:5]=[CH:6][C:7]2[S:11][CH:10]=[N:9][C:8]=2[CH:12]=1. The catalyst class is: 41.